This data is from Forward reaction prediction with 1.9M reactions from USPTO patents (1976-2016). The task is: Predict the product of the given reaction. (1) Given the reactants C(OC(=O)[CH2:5][C:6]1([OH:25])[CH2:10][N:9]([C:11]([O:13][C:14]([CH3:17])([CH3:16])[CH3:15])=[O:12])[C@H:8]([C:18]([O:20][C:21]([CH3:24])([CH3:23])[CH3:22])=[O:19])[CH2:7]1)C.NN.Cl.[N:30]([O-])=O.[Na+].[CH3:34][OH:35], predict the reaction product. The product is: [O:35]=[C:34]1[NH:30][CH2:5][C:6]2([CH2:7][C@@H:8]([C:18]([O:20][C:21]([CH3:24])([CH3:23])[CH3:22])=[O:19])[N:9]([C:11]([O:13][C:14]([CH3:17])([CH3:16])[CH3:15])=[O:12])[CH2:10]2)[O:25]1. (2) Given the reactants C1C=CC(P(C2C(C3C(P(C4C=CC=CC=4)C4C=CC=CC=4)=CC=C4C=3C=CC=C4)=C3C(C=CC=C3)=CC=2)C2C=CC=CC=2)=CC=1.CC(C)([O-])C.[Na+].Br[C:54]1[CH:55]=[N:56][C:57]2[C:62]([CH:63]=1)=[N:61][CH:60]=[CH:59][C:58]=2[Cl:64].[C:65]1([C:71]([C:73]2[CH:78]=[CH:77][CH:76]=[CH:75][CH:74]=2)=[NH:72])[CH:70]=[CH:69][CH:68]=[CH:67][CH:66]=1, predict the reaction product. The product is: [Cl:64][C:58]1[CH:59]=[CH:60][N:61]=[C:62]2[C:57]=1[N:56]=[CH:55][C:54]([N:72]=[C:71]([C:65]1[CH:70]=[CH:69][CH:68]=[CH:67][CH:66]=1)[C:73]1[CH:78]=[CH:77][CH:76]=[CH:75][CH:74]=1)=[CH:63]2. (3) Given the reactants [CH3:1][NH:2][C:3]1[CH:4]=[C:5]([CH:10]=[CH:11][C:12]=1[N+:13]([O-])=O)[C:6]([O:8][CH3:9])=[O:7], predict the reaction product. The product is: [CH3:9][O:8][C:6](=[O:7])[C:5]1[CH:10]=[CH:11][C:12]([NH2:13])=[C:3]([NH:2][CH3:1])[CH:4]=1. (4) The product is: [CH3:9][C:4]1[CH:5]=[C:6]([CH3:8])[CH:7]=[C:2]([CH3:1])[C:3]=1[CH2:10][C:11]([O:13][CH3:14])=[O:12]. Given the reactants [CH3:1][C:2]1[CH:7]=[C:6]([CH3:8])[CH:5]=[C:4]([CH3:9])[C:3]=1[CH2:10][C:11]([OH:13])=[O:12].[CH3:14]O, predict the reaction product. (5) Given the reactants CN(C)C1C=CC=CC=1.[CH3:10][O:11][C:12]1[C:13](=O)[NH:14][C:15]([C:18]2[CH:23]=[CH:22][C:21]([N+:24]([O-:26])=[O:25])=[CH:20][CH:19]=2)=[N:16][CH:17]=1.O=P(Cl)(Cl)[Cl:30], predict the reaction product. The product is: [Cl:30][C:13]1[C:12]([O:11][CH3:10])=[CH:17][N:16]=[C:15]([C:18]2[CH:23]=[CH:22][C:21]([N+:24]([O-:26])=[O:25])=[CH:20][CH:19]=2)[N:14]=1. (6) The product is: [Cl:28][C:26]1[CH:25]=[CH:24][C:23]([S:29]([NH2:32])(=[O:31])=[O:30])=[C:22]([NH:21][C:42]([NH:41][C:37]2[CH:38]=[CH:39][CH:40]=[C:35]([C:34]([F:33])([F:44])[F:45])[CH:36]=2)=[O:43])[CH:27]=1. Given the reactants N1C=CC=NC=1NC(NC1C=CC=CC=1C(F)(F)F)=O.[NH2:21][C:22]1[CH:27]=[C:26]([Cl:28])[CH:25]=[CH:24][C:23]=1[S:29]([NH2:32])(=[O:31])=[O:30].[F:33][C:34]([F:45])([F:44])[C:35]1[CH:36]=[C:37]([N:41]=[C:42]=[O:43])[CH:38]=[CH:39][CH:40]=1, predict the reaction product.